This data is from Reaction yield outcomes from USPTO patents with 853,638 reactions. The task is: Predict the reaction yield, written as a fraction of the theoretical maximum amount of product (1.0 means a 100% yield; for example, 0.34 means a 34% yield). The reactants are [Cl:1][C:2]1[N:7]=[C:6]([CH:8]2[CH2:16][C:15]3[C:10](=[CH:11][CH:12]=[CH:13][C:14]=3[F:17])[NH:9]2)[C:5]([OH:18])=[CH:4][CH:3]=1.[CH2:19]([O:21][C:22](=[O:25])[CH:23]=O)[CH3:20].S(O)(C)(=O)=O. The catalyst is C1COCC1.O. The product is [Cl:1][C:2]1[CH:3]=[CH:4][C:5]2[O:18][CH:23]([C:22]([O:21][CH2:19][CH3:20])=[O:25])[N:9]3[C:10]4[CH:11]=[CH:12][CH:13]=[C:14]([F:17])[C:15]=4[CH2:16][CH:8]3[C:6]=2[N:7]=1. The yield is 0.903.